The task is: Predict which catalyst facilitates the given reaction.. This data is from Catalyst prediction with 721,799 reactions and 888 catalyst types from USPTO. (1) Reactant: [OH-].[K+].[O:3]([CH2:10][CH2:11][CH:12]([CH2:18][C:19]1[CH:24]=[CH:23][C:22]([O:25][CH2:26][CH2:27][NH:28][C:29](=[O:42])[C:30]2[CH:35]=[CH:34][C:33]([C:36]3[CH:41]=[CH:40][CH:39]=[CH:38][N:37]=3)=[CH:32][CH:31]=2)=[CH:21][CH:20]=1)[C:13]([O:15]CC)=[O:14])[C:4]1[CH:9]=[CH:8][CH:7]=[CH:6][CH:5]=1. The catalyst class is: 8. Product: [O:3]([CH2:10][CH2:11][CH:12]([CH2:18][C:19]1[CH:24]=[CH:23][C:22]([O:25][CH2:26][CH2:27][NH:28][C:29](=[O:42])[C:30]2[CH:31]=[CH:32][C:33]([C:36]3[CH:41]=[CH:40][CH:39]=[CH:38][N:37]=3)=[CH:34][CH:35]=2)=[CH:21][CH:20]=1)[C:13]([OH:15])=[O:14])[C:4]1[CH:5]=[CH:6][CH:7]=[CH:8][CH:9]=1. (2) Reactant: C([O:8][CH2:9][C:10]([N:12]1[CH2:17][CH2:16][CH:15]([C:18]2[CH:23]=[CH:22][C:21]([N:24]3[CH2:28][C@H:27]([CH2:29][NH:30][C:31](=[O:33])[CH3:32])[O:26][C:25]3=[O:34])=[CH:20][C:19]=2[F:35])[CH2:14][CH2:13]1)=[O:11])C1C=CC=CC=1. Product: [OH:8][CH2:9][C:10]([N:12]1[CH2:13][CH2:14][CH:15]([C:18]2[CH:23]=[CH:22][C:21]([N:24]3[CH2:28][C@H:27]([CH2:29][NH:30][C:31](=[O:33])[CH3:32])[O:26][C:25]3=[O:34])=[CH:20][C:19]=2[F:35])[CH2:16][CH2:17]1)=[O:11]. The catalyst class is: 105.